Dataset: Drug-target binding data from BindingDB using Ki measurements. Task: Regression. Given a target protein amino acid sequence and a drug SMILES string, predict the binding affinity score between them. We predict pKi (pKi = -log10(Ki in M); higher means stronger inhibition). Dataset: bindingdb_ki. (1) The drug is CC(C)CN(C[C@@H](O)[C@H](Cc1ccccc1)NC(=O)O[C@H]1CO[C@H]2OCC[C@@H]12)S(=O)(=O)c1ccc(N)cc1. The target protein sequence is PQITLWKRPLVTIKIGGQLKEALLDTGADDTVIEEMSLPGRWKPKMIGGIGGFIKVRQYDQIIIEIAGHKAIGTVLVGPTPVNIIGRNLMTQIGATLNF. The pKi is 9.9. (2) The compound is COC(=O)[C@H](Cc1ccccc1)NC(=O)[C@@H]1[C@@H]2CCC[C@H]1NCC2.Cl. The target protein sequence is MMENTGNISDLLYALSNPMVSNSSILCRNFSNSSGLVNMNSSVCDRTPELDKSSTPVIVAIIITALYSIVCVMGMGLVGNVLVMYVIIRYTKMKTATNIYIFNLALADSLATSTLPFQSVNYLMGTWPFGDELCKIVMSIDYYNMFTSIFTLTTMSVDRYIAVCHPVKALDFRTPRNAKIVNVCNWILSSAIGLPVMVMASTTSDLHSNGIIDCTLLFPHPSWYWENLLKICVFIFAFIMPVLIITVCYGLMILRLKSVRMLSGSKEKDRNLRRITRMVLVVVAVFIVCWTPIHIFVIIKALVTIPNSLLQTITWHFCIALGYTNSCLNPVLYAFLDENFKRCFREFCVPSPSVLDLQNSTRSRNPQRDGQSSGHTVDRTNQQV. The pKi is 4.1. (3) The pKi is 7.2. The target protein sequence is MRLQHKRGLIIGIANENSIAFGCARVMREQGAELALTYLNEKAEPYVRPLAQRLDSRLVVPCDVREPGRLEDVFARIAQEWGQLDFVLHSIAYAPKEDLHRRVTDCSQAGFAMAMDVSCHSFIRVARLAEPLMTNGGCLLTVTFYGAERAVEDYNLMGPVKAALEGSVRYLAAELGPRRIRVHALSPGPLKTRAASGIDRFDALLERVRERTPGHRLVDIDDVGHVAAFLASDDAAALTGNVEYIDGGYHVVG. The small molecule is CCc1cc(O)c(Oc2ccccc2[N+](=O)[O-])cc1F. (4) The drug is [BH3-]P(=O)(OP(=O)([O-])CP(=O)([O-])OC[C@H]1O[C@@H](n2cnc3c(N)ncnc32)[C@H](O)[C@@H]1O)OP(=O)([O-])CP(=O)([O-])OC[C@H]1O[C@@H](n2cnc3c(N)ncnc32)[C@H](O)[C@@H]1O. The target protein (P22413) has sequence MERDGCAGGGSRGGEGGRAPREGPAGNGRDRGRSHAAEAPGDPQAAASLLAPMDVGEEPLEKAARARTAKDPNTYKVLSLVLSVCVLTTILGCIFGLKPSCAKEVKSCKGRCFERTFGNCRCDAACVELGNCCLDYQETCIEPEHIWTCNKFRCGEKRLTRSLCACSDDCKDKGDCCINYSSVCQGEKSWVEEPCESINEPQCPAGFETPPTLLFSLDGFRAEYLHTWGGLLPVISKLKKCGTYTKNMRPVYPTKTFPNHYSIVTGLYPESHGIIDNKMYDPKMNASFSLKSKEKFNPEWYKGEPIWVTAKYQGLKSGTFFWPGSDVEINGIFPDIYKMYNGSVPFEERILAVLQWLQLPKDERPHFYTLYLEEPDSSGHSYGPVSSEVIKALQRVDGMVGMLMDGLKELNLHRCLNLILISDHGMEQGSCKKYIYLNKYLGDVKNIKVIYGPAARLRPSDVPDKYYSFNYEGIARNLSCREPNQHFKPYLKHFLPKRLH.... The pKi is 4.5. (5) The drug is O=P([O-])([O-])C(O)(c1ccccc1)c1ccccc1. The target protein (P11444) has sequence MSEVLITGLRTRAVNVPLAYPVHTAVGTVGTAPLVLIDLATSAGVVGHSYLFAYTPVALKSLKQLLDDMAAMIVNEPLAPVSLEAMLAKRFCLAGYTGLIRMAAAGIDMAAWDALGKVHETPLVKLLGANARPVQAYDSHSLDGVKLATERAVTAAELGFRAVKTKIGYPALDQDLAVVRSIRQAVGDDFGIMVDYNQSLDVPAAIKRSQALQQEGVTWIEEPTLQHDYEGHQRIQSKLNVPVQMGENWLGPEEMFKALSIGACRLAMPDAMKIGGVTGWIRASALAQQFGIPMSSHLFQEISAHLLAATPTAHWLERLDLAGSVIEPTLTFEGGNAVIPDLPGVGIIWREKEIGKYLV. The pKi is 2.2. (6) The small molecule is CNCCCN1c2ccccc2CCc2ccccc21. The target is MLLARMKPQVQPELGGADQ. The pKi is 9.2. (7) The drug is N[C@@H](CCC(=O)O)C(=O)O. The target protein (Q03469) has sequence MDNRPIGVMDSGLGGLSVVRVIQQKLPNEEVIFVGDQGHFPYGTKDQAEVRQLALSIGAFLLKHDVKMMVVACNTATAAALPALQAALPIPVIGVIEPGARAALAQDKKGPIGVIATTATTTAGAYPATIERLAPGTPVIAKATQPMVEIVEHGQTGTAKAQEVVSEQLMTFKEHPVKTLIMGCTHFPFLAPEISKAVGPTVALVDPAKETVATAKSWLEQHQAMGNHAHPNYHLYSTGNLPDLRAGVNKWLLSGHFDLGTAQIEEGD. The pKi is 4.5. (8) The compound is CC1CCC2(O)C3(C)CC4(O)OC2(C1O)C1(O)C3(O)C(OC(=O)c2ccc[nH]2)C(O)(C(C)C)C41C. The target protein (P21817) has sequence MGDAEGEDEVQFLRTDDEVVLQCSATVLKEQLKLCLAAEGFGNRLCFLEPTSNAQNVPPDLAICCFVLEQSLSVRALQEMLANTVEAGVESSQGGGHRTLLYGHAILLRHAHSRMYLSCLTTSRSMTDKLAFDVGLQEDATGEACWWTMHPASKQRSEGEKVRVGDDIILVSVSSERYLHLSTASGELQVDASFMQTLWNMNPICSRCEEGFVTGGHVLRLFHGHMDECLTISPADSDDQRRLVYYEGGAVCTHARSLWRLEPLRISWSGSHLRWGQPLRVRHVTTGQYLALTEDQGLVVVDASKAHTKATSFCFRISKEKLDVAPKRDVEGMGPPEIKYGESLCFVQHVASGLWLTYAAPDPKALRLGVLKKKAMLHQEGHMDDALSLTRCQQEESQAARMIHSTNGLYNQFIKSLDSFSGKPRGSGPPAGTALPIEGVILSLQDLIIYFEPPSEDLQHEEKQSKLRSLRNRQSLFQEEGMLSMVLNCIDRLNVYTTAA.... The pKi is 8.7. (9) The compound is COCCCC/C(=N\OCCN)c1ccc(C(F)(F)F)cc1. The target is MLLARMKPQVQPELGGADQ. The pKi is 6.0. (10) The drug is OCC1(O)O[C@H](CF)[C@@H](O)[C@@H]1O. The target protein (P22732) has sequence MEQQDQSMKEGRLTLVLALATLIAAFGSSFQYGYNVAAVNSPALLMQQFYNETYYGRTGEFMEDFPLTLLWSVTVSMFPFGGFIGSLLVGPLVNKFGRKGALLFNNIFSIVPAILMGCSRVATSFELIIISRLLVGICAGVSSNVVPMYLGELAPKNLRGALGVVPQLFITVGILVAQIFGLRNLLANVDGWPILLGLTGVPAALQLLLLPFFPESPRYLLIQKKDEAAAKKALQTLRGWDSVDREVAEIRQEDEAEKAAGFISVLKLFRMRSLRWQLLSIIVLMGGQQLSGVNAIYYYADQIYLSAGVPEEHVQYVTAGTGAVNVVMTFCAVFVVELLGRRLLLLLGFSICLIACCVLTAALALQDTVSWMPYISIVCVISYVIGHALGPSPIPALLITEIFLQSSRPSAFMVGGSVHWLSNFTVGLIFPFIQEGLGPYSFIVFAVICLLTTIYIFLIVPETKAKTFIEINQIFTKMNKVSEVYPEKEELKELPPVTSE.... The pKi is 3.5.